From a dataset of NCI-60 drug combinations with 297,098 pairs across 59 cell lines. Regression. Given two drug SMILES strings and cell line genomic features, predict the synergy score measuring deviation from expected non-interaction effect. (1) Drug 1: CC=C1C(=O)NC(C(=O)OC2CC(=O)NC(C(=O)NC(CSSCCC=C2)C(=O)N1)C(C)C)C(C)C. Drug 2: C(CC(=O)O)C(=O)CN.Cl. Cell line: SF-268. Synergy scores: CSS=66.5, Synergy_ZIP=-4.91, Synergy_Bliss=-1.83, Synergy_Loewe=-2.17, Synergy_HSA=0.951. (2) Drug 1: C1=C(C(=O)NC(=O)N1)N(CCCl)CCCl. Drug 2: COCCOC1=C(C=C2C(=C1)C(=NC=N2)NC3=CC=CC(=C3)C#C)OCCOC.Cl. Cell line: SR. Synergy scores: CSS=65.0, Synergy_ZIP=7.70, Synergy_Bliss=7.64, Synergy_Loewe=2.00, Synergy_HSA=7.78. (3) Drug 1: CCCS(=O)(=O)NC1=C(C(=C(C=C1)F)C(=O)C2=CNC3=C2C=C(C=N3)C4=CC=C(C=C4)Cl)F. Drug 2: CC(C)NC(=O)C1=CC=C(C=C1)CNNC.Cl. Cell line: UACC-257. Synergy scores: CSS=49.5, Synergy_ZIP=1.79, Synergy_Bliss=3.26, Synergy_Loewe=-29.9, Synergy_HSA=0.247.